This data is from Reaction yield outcomes from USPTO patents with 853,638 reactions. The task is: Predict the reaction yield, written as a fraction of the theoretical maximum amount of product (1.0 means a 100% yield; for example, 0.34 means a 34% yield). (1) The reactants are [C:1]1(=O)O[C:4](=O)[CH:3]=[CH:2]1.C1CC=CC=1.[CH2:13]1[CH:17]2C(C(O)=O)[CH:19](C(O)=O)[CH:14]1[CH:15]=[CH:16]2. The catalyst is O. The product is [CH2:1]1[CH:19]2[C@@H:14]3[CH:13]=[CH:17][C@H:16]([CH:4]2[CH:3]=[CH:2]1)[CH2:15]3. The yield is 0.490. (2) The reactants are [NH2:1][C:2]1[CH:7]=[CH:6][C:5]([CH:8]([CH2:11][OH:12])[CH2:9][OH:10])=[CH:4][CH:3]=1.[CH2:13]1[CH2:17]OC[CH2:14]1.O.[C:19]([O-:22])([O-])=[O:20].[Na+].[Na+].[CH3:25]COC(C)=O. The catalyst is [Cl-].[Na+].O. The product is [C:13]([O:22][C:19](=[O:20])[NH:1][C:2]1[CH:3]=[CH:4][C:5]([CH:8]([CH2:11][OH:12])[CH2:9][OH:10])=[CH:6][CH:7]=1)([CH3:14])([CH3:17])[CH3:25]. The yield is 0.470. (3) The reactants are [C:1]([O:5][C:6](=[O:26])[NH:7][C:8]1[S:9][C:10]2[CH:16]=[C:15]([CH2:17]Br)[CH:14]=[C:13]([C:19]3[CH:24]=[CH:23][CH:22]=[C:21]([Cl:25])[CH:20]=3)[C:11]=2[N:12]=1)([CH3:4])([CH3:3])[CH3:2].C([Sn](CCCC)(CCCC)[C:32]1[CH:37]=[CH:36][C:35]([N+:38]([O-:40])=[O:39])=[CH:34][CH:33]=1)CCC. The catalyst is [Pd].O1CCOCC1. The product is [C:1]([O:5][C:6](=[O:26])[NH:7][C:8]1[S:9][C:10]2[CH:16]=[C:15]([CH2:17][C:32]3[CH:37]=[CH:36][C:35]([N+:38]([O-:40])=[O:39])=[CH:34][CH:33]=3)[CH:14]=[C:13]([C:19]3[CH:24]=[CH:23][CH:22]=[C:21]([Cl:25])[CH:20]=3)[C:11]=2[N:12]=1)([CH3:4])([CH3:3])[CH3:2]. The yield is 0.380. (4) The reactants are [Br:1][C:2]1[CH:3]=[C:4]([C:11]([O:13][CH3:14])=[O:12])[C:5]2[CH:6]=[CH:7][NH:8][C:9]=2[CH:10]=1.[H-].[Na+].Br[CH:18]([CH3:20])[CH3:19].CCCCCC. The catalyst is CN(C)C=O.C(OCC)(=O)C. The product is [Br:1][C:2]1[CH:3]=[C:4]([C:11]([O:13][CH3:14])=[O:12])[C:5]2[CH:6]=[CH:7][N:8]([CH:18]([CH3:20])[CH3:19])[C:9]=2[CH:10]=1. The yield is 0.437.